This data is from Full USPTO retrosynthesis dataset with 1.9M reactions from patents (1976-2016). The task is: Predict the reactants needed to synthesize the given product. (1) Given the product [NH2:1][C:2]1[C:3]([C:4]([C:19]2[CH:20]=[CH:21][C:16]([F:15])=[CH:17][CH:18]=2)=[O:5])=[CH:10][CH:11]=[C:12]([Cl:14])[N:13]=1, predict the reactants needed to synthesize it. The reactants are: [NH2:1][C:2]1[N:13]=[C:12]([Cl:14])[CH:11]=[CH:10][C:3]=1[C:4](N(OC)C)=[O:5].[F:15][C:16]1[CH:21]=[CH:20][C:19](I)=[CH:18][CH:17]=1. (2) The reactants are: [C:1]1([C:7]([C:29]2[CH:34]=[CH:33][CH:32]=[CH:31][CH:30]=2)([C:23]2[CH:28]=[CH:27][CH:26]=[CH:25][CH:24]=2)[CH2:8][C:9]([NH:11][CH2:12][C:13]([NH:15][CH2:16][CH2:17][C:18]([O:20]CC)=[O:19])=[O:14])=[O:10])[CH:6]=[CH:5][CH:4]=[CH:3][CH:2]=1.O1CCCC1.[OH-].[Na+]. Given the product [C:29]1([C:7]([C:1]2[CH:6]=[CH:5][CH:4]=[CH:3][CH:2]=2)([C:23]2[CH:24]=[CH:25][CH:26]=[CH:27][CH:28]=2)[CH2:8][C:9]([NH:11][CH2:12][C:13]([NH:15][CH2:16][CH2:17][C:18]([OH:20])=[O:19])=[O:14])=[O:10])[CH:30]=[CH:31][CH:32]=[CH:33][CH:34]=1, predict the reactants needed to synthesize it. (3) Given the product [C:11]([C:9]1[CH:10]=[C:2]2[C:3]([C:4](=[O:6])[N:31]([C:17]3[CH:18]=[CH:19][CH:20]=[C:21]([B:22]4[O:26][C:25]([CH3:27])([CH3:28])[C:24]([CH3:30])([CH3:29])[O:23]4)[C:16]=3[CH3:15])[CH:32]=[N:1]2)=[CH:7][CH:8]=1)([CH3:14])([CH3:13])[CH3:12], predict the reactants needed to synthesize it. The reactants are: [NH2:1][C:2]1[CH:10]=[C:9]([C:11]([CH3:14])([CH3:13])[CH3:12])[CH:8]=[CH:7][C:3]=1[C:4]([OH:6])=O.[CH3:15][C:16]1[C:21]([B:22]2[O:26][C:25]([CH3:28])([CH3:27])[C:24]([CH3:30])([CH3:29])[O:23]2)=[CH:20][CH:19]=[CH:18][C:17]=1[NH2:31].[CH3:32]OC(OC)OC. (4) The reactants are: [CH:1]1([C:4]2[C:8]3[CH2:9][CH2:10][C:11]4[N:12]=[C:13]([NH:16][C:17](=[O:19])[CH3:18])[S:14][C:15]=4[C:7]=3[N:6]([CH:20]3[CH2:25][CH2:24][NH:23][CH2:22][CH2:21]3)[N:5]=2)[CH2:3][CH2:2]1.ClC(Cl)(O[C:30](=[O:36])OC(Cl)(Cl)Cl)Cl.C(N(CC)CC)C.[CH:45]([N:48]1[CH2:53][CH2:52][NH:51][CH2:50][CH2:49]1)([CH3:47])[CH3:46]. Given the product [CH:1]1([C:4]2[C:8]3[CH2:9][CH2:10][C:11]4[N:12]=[C:13]([NH:16][C:17](=[O:19])[CH3:18])[S:14][C:15]=4[C:7]=3[N:6]([CH:20]3[CH2:21][CH2:22][N:23]([C:30]([N:51]4[CH2:52][CH2:53][N:48]([CH:45]([CH3:47])[CH3:46])[CH2:49][CH2:50]4)=[O:36])[CH2:24][CH2:25]3)[N:5]=2)[CH2:2][CH2:3]1, predict the reactants needed to synthesize it. (5) Given the product [OH:26][C:24]([CH3:27])([CH3:25])[CH2:23][C@@H:20]1[CH2:21][O:22][C@@:18]([C@@H:14]2[C@:13]3([CH3:29])[C@H:17]([C@@H:9]([OH:8])[CH2:10][CH2:11][CH2:12]3)[CH2:16][CH2:15]2)([CH3:28])[CH2:19]1, predict the reactants needed to synthesize it. The reactants are: [Si]([O:8][C@@H:9]1[C@H:17]2[C@@:13]([CH3:29])([C@@H:14]([C@@:18]3([CH3:28])[O:22][CH2:21][C@@H:20]([CH2:23][C:24]([CH3:27])([OH:26])[CH3:25])[CH2:19]3)[CH2:15][CH2:16]2)[CH2:12][CH2:11][CH2:10]1)(C(C)(C)C)(C)C.[N+](CCCC)(CCCC)(CCCC)CCCC.[F-].O.CCOC(C)=O. (6) Given the product [S:34]([C:31]1[CH:32]=[CH:33][C:28]([CH3:38])=[CH:29][CH:30]=1)([O:21][CH2:1][CH2:2][CH:3]([CH2:5][CH2:6][CH2:7][CH:8]([CH2:10][CH2:11][CH2:12][CH:13]([CH2:15][CH2:16][CH2:17][CH:18]([CH3:20])[CH3:19])[CH3:14])[CH3:9])[CH3:4])(=[O:36])=[O:35], predict the reactants needed to synthesize it. The reactants are: [CH2:1]([OH:21])[CH2:2][CH:3]([CH2:5][CH2:6][CH2:7][CH:8]([CH2:10][CH2:11][CH2:12][CH:13]([CH2:15][CH2:16][CH2:17][CH:18]([CH3:20])[CH3:19])[CH3:14])[CH3:9])[CH3:4].N1C=CC=CC=1.[C:28]1([CH3:38])[CH:33]=[CH:32][C:31]([S:34](Cl)(=[O:36])=[O:35])=[CH:30][CH:29]=1.